This data is from NCI-60 drug combinations with 297,098 pairs across 59 cell lines. The task is: Regression. Given two drug SMILES strings and cell line genomic features, predict the synergy score measuring deviation from expected non-interaction effect. (1) Drug 1: C1CCC(CC1)NC(=O)N(CCCl)N=O. Drug 2: C#CCC(CC1=CN=C2C(=N1)C(=NC(=N2)N)N)C3=CC=C(C=C3)C(=O)NC(CCC(=O)O)C(=O)O. Cell line: SW-620. Synergy scores: CSS=18.1, Synergy_ZIP=-6.27, Synergy_Bliss=-1.47, Synergy_Loewe=-26.2, Synergy_HSA=-1.54. (2) Drug 1: C1C(C(OC1N2C=C(C(=O)NC2=O)F)CO)O. Drug 2: CCC1(CC2CC(C3=C(CCN(C2)C1)C4=CC=CC=C4N3)(C5=C(C=C6C(=C5)C78CCN9C7C(C=CC9)(C(C(C8N6C=O)(C(=O)OC)O)OC(=O)C)CC)OC)C(=O)OC)O.OS(=O)(=O)O. Cell line: IGROV1. Synergy scores: CSS=27.9, Synergy_ZIP=-12.1, Synergy_Bliss=-6.12, Synergy_Loewe=-4.90, Synergy_HSA=-3.22. (3) Drug 1: C1=NC2=C(N1)C(=S)N=CN2. Drug 2: C1CC(=O)NC(=O)C1N2C(=O)C3=CC=CC=C3C2=O. Cell line: IGROV1. Synergy scores: CSS=6.86, Synergy_ZIP=-1.16, Synergy_Bliss=2.17, Synergy_Loewe=-4.15, Synergy_HSA=0.503. (4) Drug 1: C1CC(C1)(C(=O)O)C(=O)O.[NH2-].[NH2-].[Pt+2]. Drug 2: C1CCC(C(C1)N)N.C(=O)(C(=O)[O-])[O-].[Pt+4]. Cell line: NCI-H322M. Synergy scores: CSS=4.21, Synergy_ZIP=3.24, Synergy_Bliss=4.59, Synergy_Loewe=-5.99, Synergy_HSA=-1.58. (5) Drug 1: CC1=C2C(C(=O)C3(C(CC4C(C3C(C(C2(C)C)(CC1OC(=O)C(C(C5=CC=CC=C5)NC(=O)OC(C)(C)C)O)O)OC(=O)C6=CC=CC=C6)(CO4)OC(=O)C)O)C)O. Drug 2: CS(=O)(=O)CCNCC1=CC=C(O1)C2=CC3=C(C=C2)N=CN=C3NC4=CC(=C(C=C4)OCC5=CC(=CC=C5)F)Cl. Cell line: BT-549. Synergy scores: CSS=24.2, Synergy_ZIP=10.3, Synergy_Bliss=16.6, Synergy_Loewe=11.3, Synergy_HSA=17.7. (6) Synergy scores: CSS=53.8, Synergy_ZIP=2.91, Synergy_Bliss=0.221, Synergy_Loewe=-52.9, Synergy_HSA=0.457. Cell line: NCI-H522. Drug 2: CC1=CC2C(CCC3(C2CCC3(C(=O)C)OC(=O)C)C)C4(C1=CC(=O)CC4)C. Drug 1: CCC1=CC2CC(C3=C(CN(C2)C1)C4=CC=CC=C4N3)(C5=C(C=C6C(=C5)C78CCN9C7C(C=CC9)(C(C(C8N6C)(C(=O)OC)O)OC(=O)C)CC)OC)C(=O)OC.C(C(C(=O)O)O)(C(=O)O)O. (7) Drug 1: C1=CC=C(C(=C1)C(C2=CC=C(C=C2)Cl)C(Cl)Cl)Cl. Drug 2: CC1=C(C(=O)C2=C(C1=O)N3CC4C(C3(C2COC(=O)N)OC)N4)N. Cell line: LOX IMVI. Synergy scores: CSS=35.1, Synergy_ZIP=1.13, Synergy_Bliss=0.182, Synergy_Loewe=-29.9, Synergy_HSA=1.55.